From a dataset of Full USPTO retrosynthesis dataset with 1.9M reactions from patents (1976-2016). Predict the reactants needed to synthesize the given product. (1) The reactants are: COC1C=CC(C[S:8][C:9]2[NH:13][C:12]([CH:14]([C:16]3[CH:25]=[CH:24][CH:23]=[C:22]4[C:17]=3[CH:18]=[CH:19][CH:20]=[N:21]4)[CH3:15])=[CH:11][N:10]=2)=CC=1. Given the product [N:21]1[C:22]2[C:17](=[C:16]([CH:14]([C:12]3[NH:13][C:9](=[S:8])[NH:10][CH:11]=3)[CH3:15])[CH:25]=[CH:24][CH:23]=2)[CH:18]=[CH:19][CH:20]=1, predict the reactants needed to synthesize it. (2) Given the product [N:1]1[CH:6]=[CH:5][C:4]([C:7]2[CH:16]=[CH:15][C:10]([C:11]([Cl:19])=[O:12])=[CH:9][CH:8]=2)=[N:3][CH:2]=1, predict the reactants needed to synthesize it. The reactants are: [N:1]1[CH:6]=[CH:5][C:4]([C:7]2[CH:16]=[CH:15][C:10]([C:11](OC)=[O:12])=[CH:9][CH:8]=2)=[N:3][CH:2]=1.[OH-].[Na+].[ClH:19]. (3) Given the product [CH3:36][O:37][C:38](=[O:64])[C@@H:39]([NH:42][C:43]([C:45]1[C:46]([CH3:63])=[N:47][C:48]([NH:52][CH2:53][CH2:54][CH2:55][C:56]2[CH:61]=[CH:60][CH:59]=[C:58]([OH:62])[CH:57]=2)=[N:49][C:50]=1[CH3:51])=[O:44])[CH2:40][NH:41][C:76]([C:74]1[N:75]=[C:71]([C:65]2[CH:66]=[CH:67][CH:68]=[CH:69][CH:70]=2)[S:72][CH:73]=1)=[O:77], predict the reactants needed to synthesize it. The reactants are: CN(C(ON1N=NC2C=CC=CC1=2)=[N+](C)C)C.F[P-](F)(F)(F)(F)F.C1C=CC2N(O)N=NC=2C=1.Cl.[CH3:36][O:37][C:38](=[O:64])[C@@H:39]([NH:42][C:43]([C:45]1[C:46]([CH3:63])=[N:47][C:48]([NH:52][CH2:53][CH2:54][CH2:55][C:56]2[CH:61]=[CH:60][CH:59]=[C:58]([OH:62])[CH:57]=2)=[N:49][C:50]=1[CH3:51])=[O:44])[CH2:40][NH2:41].[C:65]1([C:71]2[S:72][CH:73]=[C:74]([C:76](O)=[O:77])[N:75]=2)[CH:70]=[CH:69][CH:68]=[CH:67][CH:66]=1.C(N(CC)CC)C. (4) The reactants are: Br[C:2]1[CH:7]=[CH:6][C:5]([S:8]([NH:11][C:12]([CH3:15])([CH3:14])[CH3:13])(=[O:10])=[O:9])=[C:4]([CH3:16])[CH:3]=1.P([O-])([O-])([O-])=O.[K+].[K+].[K+].[CH3:25][C:26]1[C:27](B2OC(C)(C)C(C)(C)O2)=[C:28]([C:31]([O:33][CH3:34])=[O:32])[S:29][CH:30]=1.C1(P(C2C=CC=CC=2)C2C=CC=CC=2)C=CC=CC=1. Given the product [C:12]([NH:11][S:8]([C:5]1[CH:6]=[CH:7][C:2]([C:27]2[C:26]([CH3:25])=[CH:30][S:29][C:28]=2[C:31]([O:33][CH3:34])=[O:32])=[CH:3][C:4]=1[CH3:16])(=[O:10])=[O:9])([CH3:15])([CH3:14])[CH3:13], predict the reactants needed to synthesize it. (5) Given the product [CH3:30][C:20]1[CH:25]=[CH:24][C:23]([S:26]([O:10][CH2:9][CH:7]2[CH2:6][C:5]3[CH:11]=[CH:12][C:2]([F:1])=[C:3]([C:13]4[CH:18]=[CH:17][CH:16]=[CH:15][C:14]=4[CH3:19])[C:4]=3[O:8]2)(=[O:28])=[O:27])=[CH:22][CH:21]=1, predict the reactants needed to synthesize it. The reactants are: [F:1][C:2]1[CH:12]=[CH:11][C:5]2[CH2:6][CH:7]([CH2:9][OH:10])[O:8][C:4]=2[C:3]=1[C:13]1[CH:18]=[CH:17][CH:16]=[CH:15][C:14]=1[CH3:19].[C:20]1([CH3:30])[CH:25]=[CH:24][C:23]([S:26](Cl)(=[O:28])=[O:27])=[CH:22][CH:21]=1.